Dataset: Forward reaction prediction with 1.9M reactions from USPTO patents (1976-2016). Task: Predict the product of the given reaction. (1) The product is: [Cl:1][C:2]1[S:6][C:5]([C:7]([Cl:10])=[O:9])=[CH:4][CH:3]=1. Given the reactants [Cl:1][C:2]1[S:6][C:5]([C:7]([OH:9])=O)=[CH:4][CH:3]=1.[Cl:10]CCl.S(Cl)(Cl)=O, predict the reaction product. (2) The product is: [CH2:2]([C@@:4]1([NH:13][CH2:18][C:17]2[CH:20]=[CH:21][CH:22]=[CH:23][C:16]=2[O:15][CH3:14])[CH2:6][C@H:5]1[C:7]1[CH:12]=[CH:11][CH:10]=[CH:9][CH:8]=1)[CH3:3]. Given the reactants Cl.[CH2:2]([C@@:4]1([NH2:13])[CH2:6][C@H:5]1[C:7]1[CH:12]=[CH:11][CH:10]=[CH:9][CH:8]=1)[CH3:3].[CH3:14][O:15][C:16]1[CH:23]=[CH:22][CH:21]=[CH:20][C:17]=1[CH:18]=O.[BH-](OC(C)=O)(OC(C)=O)OC(C)=O.[Na+], predict the reaction product. (3) Given the reactants [F:1][C:2]([C:5]1[CH:12]=[CH:11][C:8]([CH:9]=[O:10])=[C:7](F)[CH:6]=1)([F:4])[F:3].C(=O)([O-])[O-].[K+].[K+].[C:20]([C:22]1[CH:23]=[C:24]([OH:28])[CH:25]=[CH:26][CH:27]=1)#[N:21].O, predict the reaction product. The product is: [CH:9]([C:8]1[CH:11]=[CH:12][C:5]([C:2]([F:4])([F:3])[F:1])=[CH:6][C:7]=1[O:28][C:24]1[CH:23]=[C:22]([CH:27]=[CH:26][CH:25]=1)[C:20]#[N:21])=[O:10]. (4) Given the reactants [CH3:1][C:2]1[CH:3]=[C:4]([NH2:10])[C:5]([NH2:9])=[CH:6][C:7]=1[CH3:8].[F:11][C:12]1[CH:20]=[CH:19][CH:18]=[C:17]2[C:13]=1[C:14]([CH:21]=O)=[N:15][NH:16]2, predict the reaction product. The product is: [CH3:1][C:2]1[C:7]([CH3:8])=[CH:6][C:5]2[NH:9][C:21]([C:14]3[C:13]4[C:17](=[CH:18][CH:19]=[CH:20][C:12]=4[F:11])[NH:16][N:15]=3)=[N:10][C:4]=2[CH:3]=1. (5) Given the reactants C(OC([N:8]1[C@H:13]([C:14](=[O:23])[NH:15][C@@H:16]([C@H:18]2[CH2:20][C:19]2([Cl:22])[Cl:21])[CH3:17])[CH2:12][C@@H:11]2[C@H:9]1[CH2:10]2)=O)(C)(C)C.C(O)(C(F)(F)F)=O, predict the reaction product. The product is: [Cl:22][C:19]1([Cl:21])[CH2:20][C@@H:18]1[C@H:16]([NH:15][C:14]([C@@H:13]1[CH2:12][C@@H:11]2[C@@H:9]([CH2:10]2)[NH:8]1)=[O:23])[CH3:17]. (6) Given the reactants [Cl:1][C:2]1[CH:24]=[CH:23][C:5]([CH2:6][NH:7][C:8]([C:10]2[C:11](=[O:22])[C:12]3[S:19][C:18]([CH2:20]Cl)=[CH:17][C:13]=3[N:14]([CH3:16])[CH:15]=2)=[O:9])=[CH:4][CH:3]=1.[CH3:25][NH:26][CH2:27][C@H:28]([C:30]1[CH:31]=[N:32][CH:33]=[CH:34][CH:35]=1)[OH:29].C(N(C(C)C)CC)(C)C, predict the reaction product. The product is: [Cl:1][C:2]1[CH:24]=[CH:23][C:5]([CH2:6][NH:7][C:8]([C:10]2[C:11](=[O:22])[C:12]3[S:19][C:18]([CH2:20][N:26]([CH2:27][C@@H:28]([OH:29])[C:30]4[CH:31]=[N:32][CH:33]=[CH:34][CH:35]=4)[CH3:25])=[CH:17][C:13]=3[N:14]([CH3:16])[CH:15]=2)=[O:9])=[CH:4][CH:3]=1.